From a dataset of NCI-60 drug combinations with 297,098 pairs across 59 cell lines. Regression. Given two drug SMILES strings and cell line genomic features, predict the synergy score measuring deviation from expected non-interaction effect. Drug 1: C1=C(C(=O)NC(=O)N1)N(CCCl)CCCl. Drug 2: COC1=NC(=NC2=C1N=CN2C3C(C(C(O3)CO)O)O)N. Cell line: EKVX. Synergy scores: CSS=9.78, Synergy_ZIP=2.41, Synergy_Bliss=9.84, Synergy_Loewe=-3.51, Synergy_HSA=2.77.